Dataset: Forward reaction prediction with 1.9M reactions from USPTO patents (1976-2016). Task: Predict the product of the given reaction. (1) Given the reactants Br[C:2]1[CH:3]=[CH:4][C:5]2[O:10][CH2:9][C:8](=[O:11])[NH:7][C:6]=2[C:12]=1[F:13].[CH3:14][O-:15].[Na+], predict the reaction product. The product is: [F:13][C:12]1[C:6]2[NH:7][C:8](=[O:11])[CH2:9][O:10][C:5]=2[CH:4]=[CH:3][C:2]=1[O:15][CH3:14]. (2) Given the reactants C[O:2][C:3]([C:5]1[CH:10]=[C:9]([O:11][CH2:12][CH:13]2[CH2:16][CH2:15][CH2:14]2)[C:8]([Cl:17])=[CH:7][N:6]=1)=[O:4].[OH-].[Na+].Cl.C(OCC)(=O)C, predict the reaction product. The product is: [Cl:17][C:8]1[C:9]([O:11][CH2:12][CH:13]2[CH2:16][CH2:15][CH2:14]2)=[CH:10][C:5]([C:3]([OH:4])=[O:2])=[N:6][CH:7]=1.